From a dataset of Forward reaction prediction with 1.9M reactions from USPTO patents (1976-2016). Predict the product of the given reaction. Given the reactants Br[C:2]1[CH:7]=[C:6]([C:8]([F:11])([F:10])[F:9])[C:5]2[CH2:12][O:13][C@@H:14]3[C@H:18]([C:4]=2[CH:3]=1)[CH2:17][N:16]([C:19]([O:21][C:22]([CH3:25])([CH3:24])[CH3:23])=[O:20])[CH2:15]3.C([O-])([O-])=O.[K+].[K+].B1(C=C)OB([CH:38]=[CH2:39])OB(C=C)O1.C1C=CN=CC=1, predict the reaction product. The product is: [F:9][C:8]([F:11])([F:10])[C:6]1[C:5]2[CH2:12][O:13][C@@H:14]3[C@H:18]([C:4]=2[CH:3]=[C:2]([CH:38]=[CH2:39])[CH:7]=1)[CH2:17][N:16]([C:19]([O:21][C:22]([CH3:25])([CH3:24])[CH3:23])=[O:20])[CH2:15]3.